Dataset: Full USPTO retrosynthesis dataset with 1.9M reactions from patents (1976-2016). Task: Predict the reactants needed to synthesize the given product. (1) Given the product [CH2:1]([N:8]1[CH2:13][CH2:12][N:11]([C:23](=[O:24])[CH2:22][Cl:21])[CH:10]([CH2:14][OH:15])[CH2:9]1)[C:2]1[CH:3]=[CH:4][CH:5]=[CH:6][CH:7]=1, predict the reactants needed to synthesize it. The reactants are: [CH2:1]([N:8]1[CH2:13][CH2:12][NH:11][CH:10]([CH2:14][OH:15])[CH2:9]1)[C:2]1[CH:7]=[CH:6][CH:5]=[CH:4][CH:3]=1.C([O-])(=O)C.[Na+].[Cl:21][CH2:22][C:23](Cl)=[O:24]. (2) Given the product [O:1]1[CH2:5][CH2:4][O:3][CH:2]1[C:6]1[C:11]([CH3:12])=[CH:10][C:9]([NH:13][C:27](=[O:30])[CH:28]=[CH2:29])=[C:8]([CH3:14])[CH:7]=1, predict the reactants needed to synthesize it. The reactants are: [O:1]1[CH2:5][CH2:4][O:3][CH:2]1[C:6]1[C:11]([CH3:12])=[CH:10][C:9]([NH2:13])=[C:8]([CH3:14])[CH:7]=1.ClCCl.C(N(C(C)C)CC)(C)C.[C:27](Cl)(=[O:30])[CH:28]=[CH2:29]. (3) Given the product [F:1][C:2]1[CH:8]=[C:6]2[C:5]([CH:9]=[CH:10][NH:7]2)=[CH:4][C:3]=1[C:15]([F:18])([F:17])[F:16], predict the reactants needed to synthesize it. The reactants are: [F:1][C:2]1[C:3]([C:15]([F:18])([F:17])[F:16])=[CH:4][C:5]([C:9]#[C:10][Si](C)(C)C)=[C:6]([CH:8]=1)[NH2:7].